Dataset: Full USPTO retrosynthesis dataset with 1.9M reactions from patents (1976-2016). Task: Predict the reactants needed to synthesize the given product. (1) Given the product [Br:38][CH2:12][C:5]1[C:4]([C:14]([F:17])([F:16])[F:15])=[N:3][N:2]([CH3:1])[C:6]=1[O:7][CH:8]1[CH2:11][O:10][CH2:9]1, predict the reactants needed to synthesize it. The reactants are: [CH3:1][N:2]1[C:6]([O:7][CH:8]2[CH2:11][O:10][CH2:9]2)=[C:5]([CH2:12]O)[C:4]([C:14]([F:17])([F:16])[F:15])=[N:3]1.C1(P(C2C=CC=CC=2)C2C=CC=CC=2)C=CC=CC=1.C(Br)(Br)(Br)[Br:38]. (2) Given the product [ClH:37].[ClH:37].[C:1]([C:3]1([CH2:15][CH2:16][O:17][C:18]2[CH:27]=[C:26]3[C:21]([CH2:22][CH2:23][N:24]([C:43]([NH2:44])=[NH:38])[CH2:25]3)=[CH:20][CH:19]=2)[CH2:4][CH2:5][N:6]([C:9]2[CH:10]=[CH:11][N:12]=[CH:13][CH:14]=2)[CH2:7][CH2:8]1)#[N:2], predict the reactants needed to synthesize it. The reactants are: [C:1]([C:3]1([CH2:15][CH2:16][O:17][C:18]2[CH:27]=[C:26]3[C:21]([CH2:22][CH2:23][NH:24][CH2:25]3)=[CH:20][CH:19]=2)[CH2:8][CH2:7][N:6]([C:9]2[CH:14]=[CH:13][N:12]=[CH:11][CH:10]=2)[CH2:5][CH2:4]1)#[N:2].C(N(C(C)C)CC)(C)C.[ClH:37].[N:38]1([C:43](N)=[NH:44])C=CC=N1. (3) Given the product [OH:8][CH2:9][CH2:10][NH:11][C:12]1[N:13]=[C:14]([O:40][CH3:41])[C:15]([NH:20][C:21]([C:23]2[O:24][C:25]([O:28][C:29]3[CH:34]=[C:33]([Si:35]([CH3:38])([CH3:37])[CH3:36])[CH:32]=[CH:31][C:30]=3[CH3:39])=[CH:26][CH:27]=2)=[O:22])=[C:16]([O:18][CH3:19])[N:17]=1, predict the reactants needed to synthesize it. The reactants are: C([O:8][CH2:9][CH2:10][NH:11][C:12]1[N:17]=[C:16]([O:18][CH3:19])[C:15]([NH:20][C:21]([C:23]2[O:24][C:25]([O:28][C:29]3[CH:34]=[C:33]([Si:35]([CH3:38])([CH3:37])[CH3:36])[CH:32]=[CH:31][C:30]=3[CH3:39])=[CH:26][CH:27]=2)=[O:22])=[C:14]([O:40][CH3:41])[N:13]=1)C1C=CC=CC=1.[H][H]. (4) Given the product [CH3:1][O:2][C:3]([C:5]1([CH2:14][C:15]2[CH:16]=[CH:17][C:18]([Cl:21])=[CH:19][CH:20]=2)[CH2:9][CH2:8][C:7]([CH2:11][O:12][S:30]([CH3:29])(=[O:32])=[O:31])([CH3:10])[C:6]1=[O:13])=[O:4], predict the reactants needed to synthesize it. The reactants are: [CH3:1][O:2][C:3]([C:5]1([CH2:14][C:15]2[CH:20]=[CH:19][C:18]([Cl:21])=[CH:17][CH:16]=2)[CH2:9][CH2:8][C:7]([CH2:11][OH:12])([CH3:10])[C:6]1=[O:13])=[O:4].C(N(CC)CC)C.[CH3:29][S:30](Cl)(=[O:32])=[O:31].O. (5) Given the product [Br:1][C:2]1[CH:3]=[CH:4][C:5]([N:13]([CH3:12])[CH2:14][CH2:15][OH:16])=[C:6]([N+:8]([O-:10])=[O:9])[CH:7]=1, predict the reactants needed to synthesize it. The reactants are: [Br:1][C:2]1[CH:3]=[CH:4][C:5](F)=[C:6]([N+:8]([O-:10])=[O:9])[CH:7]=1.[CH3:12][NH:13][CH2:14][CH2:15][OH:16].C([O-])([O-])=O.[K+].[K+]. (6) Given the product [C:5]1([CH3:12])[CH:10]=[CH:9][CH:8]=[CH:7][C:6]=1[CH2:11][CH2:4][CH2:3][CH:2]=[CH2:1], predict the reactants needed to synthesize it. The reactants are: [CH2:1]=[CH:2][CH:3]=[CH2:4].[C:5]1([CH3:12])[C:6]([CH3:11])=[CH:7][CH:8]=[CH:9][CH:10]=1. (7) The reactants are: [F:1][C:2]1[CH:3]=[C:4]([OH:8])[CH:5]=[CH:6][CH:7]=1.Br[CH2:10][C@H:11]([CH3:14])[CH2:12][Cl:13]. Given the product [Cl:13][CH2:12][C@@H:11]([CH3:14])[CH2:10][O:8][C:4]1[CH:5]=[CH:6][CH:7]=[C:2]([F:1])[CH:3]=1, predict the reactants needed to synthesize it. (8) Given the product [C:1]1([C:7]([NH:10][C:21]([Cl:20])=[O:24])([CH3:9])[CH3:8])[CH:6]=[CH:5][CH:4]=[CH:3][CH:2]=1, predict the reactants needed to synthesize it. The reactants are: [C:1]1([C:7]([NH2:10])([CH3:9])[CH3:8])[CH:6]=[CH:5][CH:4]=[CH:3][CH:2]=1.C(N(C(C)C)CC)(C)C.[Cl:20][C:21]([O:24]C(=O)OC(Cl)(Cl)Cl)(Cl)Cl.